Dataset: Full USPTO retrosynthesis dataset with 1.9M reactions from patents (1976-2016). Task: Predict the reactants needed to synthesize the given product. Given the product [CH3:16][O:15][C:12]1[CH:13]=[CH:14][C:9]([C:8]([C:5]2[CH:6]=[CH:7][C:2]([S:23][CH3:22])=[C:3]([S:18]([NH2:21])(=[O:20])=[O:19])[CH:4]=2)=[O:17])=[CH:10][CH:11]=1, predict the reactants needed to synthesize it. The reactants are: F[C:2]1[CH:7]=[CH:6][C:5]([C:8](=[O:17])[C:9]2[CH:14]=[CH:13][C:12]([O:15][CH3:16])=[CH:11][CH:10]=2)=[CH:4][C:3]=1[S:18]([NH2:21])(=[O:20])=[O:19].[CH3:22][S-:23].[Na+].